From a dataset of Forward reaction prediction with 1.9M reactions from USPTO patents (1976-2016). Predict the product of the given reaction. (1) Given the reactants [C:1]1([O:8][CH3:9])[C:2](=[CH:4][CH:5]=[CH:6][CH:7]=1)[OH:3], predict the reaction product. The product is: [CH3:9][O:8][CH:1]1[CH2:7][CH2:6][CH2:5][CH2:4][CH:2]1[OH:3]. (2) Given the reactants [Cl:1][C:2]1[C:10]2[NH:9]N=C[C:6]=2[C:5]2[CH2:11][N:12]([CH2:21][C:22]([CH3:25])([CH3:24])[CH3:23])[C:13](=[O:20])[C@H:14]([CH2:16][C:17]([OH:19])=O)[CH2:15][C:4]=2[CH:3]=1.[NH:26]1[CH2:31][CH2:30][CH:29]([C:32]2[C:37](=[O:38])[NH:36][C:35]3[CH:39]=[CH:40][S:41][C:34]=3[CH:33]=2)[CH2:28][CH2:27]1.[CH:42]1C=CC2N(O)N=NC=2[CH:47]=1.C(Cl)CCl.CCN(C(C)C)C(C)C, predict the reaction product. The product is: [Cl:1][C:2]1[CH:3]=[C:4]2[CH2:15][C@@H:14]([CH2:16][C:17]([N:26]3[CH2:27][CH2:28][CH:29]([C:32]4[C:37](=[O:38])[NH:36][C:35]5[CH:39]=[CH:40][S:41][C:34]=5[CH:33]=4)[CH2:30][CH2:31]3)=[O:19])[C:13](=[O:20])[N:12]([CH2:21][C:22]([CH3:25])([CH3:23])[CH3:24])[CH2:11][C:5]2=[C:6]2[C:10]=1[NH:9][CH:47]=[CH:42]2. (3) Given the reactants [NH:1]1[CH2:4][CH:3]([C:5]2[NH:38][C:8]3[N:9]=[N:10][C:11]([CH2:13][CH2:14][CH2:15][CH2:16][N:17]4[CH:21]=[C:20]([C:22]([NH:24][CH2:25][C:26]5[CH:31]=[C:30]([O:32][C:33]([F:36])([F:35])[F:34])[CH:29]=[CH:28][C:27]=5[F:37])=[O:23])[N:19]=[N:18]4)=[CH:12][C:7]=3[CH:6]=2)[CH2:2]1.[F:39][C:40]([F:48])([F:47])[C:41]([CH3:46])([CH3:45])[C:42](O)=[O:43].C(Cl)CCl.C1C=CC2N(O)N=NC=2C=1.[OH-].[Na+], predict the reaction product. The product is: [F:37][C:27]1[CH:28]=[CH:29][C:30]([O:32][C:33]([F:35])([F:36])[F:34])=[CH:31][C:26]=1[CH2:25][NH:24][C:22]([C:20]1[N:19]=[N:18][N:17]([CH2:16][CH2:15][CH2:14][CH2:13][C:11]2[N:10]=[N:9][C:8]3[NH:38][C:5]([CH:3]4[CH2:2][N:1]([C:42](=[O:43])[C:41]([CH3:46])([CH3:45])[C:40]([F:48])([F:47])[F:39])[CH2:4]4)=[CH:6][C:7]=3[CH:12]=2)[CH:21]=1)=[O:23]. (4) Given the reactants [F:1][C:2]([F:44])([F:43])[CH2:3][CH2:4][CH:5]([NH:23][C:24]1[CH:42]=[CH:41][C:27]([C:28]([N:30]2[CH2:35][CH2:34][CH2:33][C@@H:32]([C:36]([O:38]CC)=[O:37])[CH2:31]2)=[O:29])=[CH:26][CH:25]=1)[C:6]1[CH:11]=[CH:10][C:9]([C:12]2[N:17]=[CH:16][C:15]([C:18]([F:21])([F:20])[F:19])=[CH:14][N:13]=2)=[CH:8][C:7]=1[CH3:22].C(O)C.[OH-].[Na+].Cl, predict the reaction product. The product is: [F:44][C:2]([F:1])([F:43])[CH2:3][CH2:4][CH:5]([NH:23][C:24]1[CH:42]=[CH:41][C:27]([C:28]([N:30]2[CH2:35][CH2:34][CH2:33][C@@H:32]([C:36]([OH:38])=[O:37])[CH2:31]2)=[O:29])=[CH:26][CH:25]=1)[C:6]1[CH:11]=[CH:10][C:9]([C:12]2[N:17]=[CH:16][C:15]([C:18]([F:21])([F:19])[F:20])=[CH:14][N:13]=2)=[CH:8][C:7]=1[CH3:22]. (5) Given the reactants [Br:1][C:2]1[C:3](F)=[C:4]2[C:10]([NH:11][C:12]([CH:14]3[CH2:16][C:15]3([CH3:18])[CH3:17])=[O:13])=[CH:9][NH:8][C:5]2=[N:6][CH:7]=1.N1[CH2:25][CH2:24][CH2:23][C@@H:22]([NH:26][C:27](=[O:33])[O:28][C:29]([CH3:32])([CH3:31])[CH3:30])[CH2:21]1.[CH:34](O)(CC)C, predict the reaction product. The product is: [Br:1][C:2]1[C:3]([CH:34]2[CH2:25][CH2:24][CH2:23][C@@H:22]([NH:26][C:27](=[O:33])[O:28][C:29]([CH3:32])([CH3:31])[CH3:30])[CH2:21]2)=[C:4]2[C:10]([NH:11][C:12]([CH:14]3[CH2:16][C:15]3([CH3:18])[CH3:17])=[O:13])=[CH:9][NH:8][C:5]2=[N:6][CH:7]=1. (6) Given the reactants I[CH:2]1[CH2:10][CH:9]2[CH2:11][C:5]3([NH:13][C:14](=[O:20])[O:15][C:16]([CH3:19])([CH3:18])[CH3:17])[CH2:6][CH:7]([CH2:12][CH:3]1[CH2:4]3)[CH2:8]2.CC(N=NC(C#N)(C)C)(C#N)C.CCCC[SnH](CCCC)CCCC, predict the reaction product. The product is: [C:5]12([NH:13][C:14](=[O:20])[O:15][C:16]([CH3:18])([CH3:17])[CH3:19])[CH2:11][CH:9]3[CH2:8][CH:7]([CH2:12][CH:3]([CH2:2][CH2:10]3)[CH2:4]1)[CH2:6]2. (7) Given the reactants [F:1][C:2]([F:24])([F:23])[C:3](=O)[CH2:4][C:5]([C:7]1[CH:8]=[N:9][N:10]([C:12]2[C:17]([C:18]([F:21])([F:20])[F:19])=[CH:16][CH:15]=[CH:14][N:13]=2)[CH:11]=1)=O.[C:25]([CH2:27][C:28]([NH:30][CH2:31][C:32]1[CH:37]=[CH:36][C:35]([F:38])=[CH:34][C:33]=1[F:39])=[O:29])#[N:26].N12CCCN=C1CCCCC2, predict the reaction product. The product is: [F:39][C:33]1[CH:34]=[C:35]([F:38])[CH:36]=[CH:37][C:32]=1[CH2:31][N:30]1[C:5]([C:7]2[CH:8]=[N:9][N:10]([C:12]3[C:17]([C:18]([F:21])([F:20])[F:19])=[CH:16][CH:15]=[CH:14][N:13]=3)[CH:11]=2)=[CH:4][C:3]([C:2]([F:24])([F:23])[F:1])=[C:27]([C:25]#[N:26])[C:28]1=[O:29]. (8) Given the reactants Br[C:2]1[N:3]=[C:4]([N:9]2[CH2:14][CH2:13][CH:12]([N:15]([CH3:17])[CH3:16])[CH2:11][CH2:10]2)[C:5]([NH2:8])=[N:6][CH:7]=1.[N:18]1[CH:23]=[CH:22][C:21](B(O)O)=[CH:20][CH:19]=1, predict the reaction product. The product is: [CH3:16][N:15]([CH3:17])[CH:12]1[CH2:13][CH2:14][N:9]([C:4]2[C:5]([NH2:8])=[N:6][CH:7]=[C:2]([C:21]3[CH:22]=[CH:23][N:18]=[CH:19][CH:20]=3)[N:3]=2)[CH2:10][CH2:11]1.